This data is from Forward reaction prediction with 1.9M reactions from USPTO patents (1976-2016). The task is: Predict the product of the given reaction. (1) Given the reactants [NH2:1][C:2]1[CH:7]=[CH:6][CH:5]=[C:4]([CH3:8])[N:3]=1.[N+:9]([C:11]1[CH:20]=[CH:19][C:14]2[O:15][CH2:16][CH2:17][O:18][C:13]=2[CH:12]=1)#[C-:10].[F:21][CH2:22][CH2:23][O:24][C:25]1[CH:32]=[CH:31][C:28]([CH:29]=O)=[CH:27][C:26]=1[O:33][CH3:34], predict the reaction product. The product is: [O:15]1[CH2:16][CH2:17][O:18][C:13]2[CH:12]=[C:11]([NH:9][C:10]3[N:3]4[C:4]([CH3:8])=[CH:5][CH:6]=[CH:7][C:2]4=[N:1][C:29]=3[C:28]3[CH:31]=[CH:32][C:25]([O:24][CH2:23][CH2:22][F:21])=[C:26]([O:33][CH3:34])[CH:27]=3)[CH:20]=[CH:19][C:14]1=2. (2) The product is: [C:1]([N:8]1[CH2:9][CH:10]([C:11]([O:13][CH2:14][CH3:15])=[O:12])[O:5][C:6]2[CH:19]=[CH:18][CH:17]=[CH:16][C:7]1=2)(=[O:3])[CH3:2]. Given the reactants [C:1](Cl)(=[O:3])[CH3:2].[O:5]1[CH:10]([C:11]([O:13][CH2:14][CH3:15])=[O:12])[CH2:9][NH:8][C:7]2[CH:16]=[CH:17][CH:18]=[CH:19][C:6]1=2.CCN(C(C)C)C(C)C, predict the reaction product. (3) Given the reactants [NH2:1][CH2:2][CH2:3][C@H:4]1[CH2:6][C@@H:5]1[CH:7]1[CH2:12][CH2:11][N:10]([C:13]([O:15][C:16]([CH3:19])([CH3:18])[CH3:17])=[O:14])[CH2:9][CH2:8]1.Cl[C:21]1[N:26]=[CH:25][C:24]([N+:27]([O-:29])=[O:28])=[CH:23][N:22]=1.C(=O)([O-])[O-].[K+].[K+], predict the reaction product. The product is: [N+:27]([C:24]1[CH:23]=[N:22][C:21]([NH:1][CH2:2][CH2:3][C@H:4]2[CH2:6][C@@H:5]2[CH:7]2[CH2:12][CH2:11][N:10]([C:13]([O:15][C:16]([CH3:19])([CH3:18])[CH3:17])=[O:14])[CH2:9][CH2:8]2)=[N:26][CH:25]=1)([O-:29])=[O:28]. (4) Given the reactants C(OC([N:8]1[CH2:13][CH2:12][C:11]([CH3:25])([O:14][C:15]2[CH:20]=[CH:19][CH:18]=[CH:17][C:16]=2[C:21]([F:24])([F:23])[F:22])[CH2:10][CH2:9]1)=O)(C)(C)C.FC(F)(F)C(O)=O, predict the reaction product. The product is: [CH3:25][C:11]1([O:14][C:15]2[CH:20]=[CH:19][CH:18]=[CH:17][C:16]=2[C:21]([F:24])([F:22])[F:23])[CH2:10][CH2:9][NH:8][CH2:13][CH2:12]1. (5) Given the reactants [CH3:1][C:2]1[CH:3]=[C:4]([CH:8]=[CH:9][C:10]=1[C:11]1[C:15]([CH3:16])=[CH:14][S:13][CH:12]=1)[C:5]([OH:7])=O.[NH2:17][C:18](=[N:30]O)[C:19]1[CH:28]=[CH:27][C:22]([C:23]([O:25][CH3:26])=[O:24])=[CH:21][C:20]=1[F:29], predict the reaction product. The product is: [F:29][C:20]1[CH:21]=[C:22]([CH:27]=[CH:28][C:19]=1[C:18]1[N:17]=[C:5]([C:4]2[CH:8]=[CH:9][C:10]([C:11]3[C:15]([CH3:16])=[CH:14][S:13][CH:12]=3)=[C:2]([CH3:1])[CH:3]=2)[O:7][N:30]=1)[C:23]([O:25][CH3:26])=[O:24].